The task is: Binary Classification. Given a miRNA mature sequence and a target amino acid sequence, predict their likelihood of interaction.. This data is from Experimentally validated miRNA-target interactions with 360,000+ pairs, plus equal number of negative samples. (1) The miRNA is mmu-miR-669h-3p with sequence UAUGCAUAUACACACAUGCACA. The protein sequence of the target gene is MTIVDKTEPSDPSTCQNQPGSCEAVSPEDMDTGSASWGAVSSISDVSSHTLPLGPVPGAVVYSNSSVPEKSKPSPPKDQVLGDGIAPPQKVLFPSEKICLKWQQSHRVGAGLQNLGNTCFANAALQCLTYTPPLANYMLSHEHSKTCHAEGFCMMCTMQTHITQALSNPGDVIKPMFVINEMRRIARHFRFGNQEDAHEFLQYTVDAMQKACLNGSNKLDRHTQATTLVCQIFGGYLRSRVKCLNCKGVSDTFDPYLDITLEIKAAQSVTKALEQFVKPEQLDGENSYKCSKCKKMVPAS.... Result: 0 (no interaction). (2) The miRNA is hsa-miR-1910-3p with sequence GAGGCAGAAGCAGGAUGACA. The protein sequence of the target gene is MGDRGARPGRLMPMLALLSWAAGLGVAEETPGRIPADKLLVITVATKENDGFHRFMNSAKYFNYTVKVLGQGQEWRGGDGMNSIGGGQKVRLLKEAMEHYASQEDLVILFTECFDVVFAGGPEEVLKKFQKTNHKIVFAADGLLWPDKRLADKYPVVHIGKRYLNSGGFIGYAPYISRLVQQWNLQDNDDDQLFYTKVYIDPLKREAFNITLDHKCKIFQALNGATDEVVLKFENGKSRVKNTFYETLPVAINGNGPTKILLNYFGNYVPNSWTQENGCALCDVDTIDLSTVDVPPKVTL.... Result: 0 (no interaction). (3) The miRNA is mmu-let-7d-5p with sequence AGAGGUAGUAGGUUGCAUAGUU. The protein sequence of the target gene is MSAKRAELKKTHLSKNYKAVCLELKPEPTKTFDYKAVKQEGRFTKAGVTQDLKNELREVREELKEKMEEIKQIKDLMDKDFDKLHEFVEIMKEMQKDMDEKMDILINTQKNYKLPLRRAPKEQQELRLMGKTHREPQLRPKKMDGASGVNGAPCALHKKTMAPQKTKQGSLDPLHHCGTCCEKCLLCALKNNYNRGNIPSEASGLYKGGEEPVTTQPSVGHAVPAPKSQTEGR. Result: 0 (no interaction). (4) Result: 0 (no interaction). The miRNA is mmu-miR-7a-1-3p with sequence CAACAAAUCACAGUCUGCCAUA. The protein sequence of the target gene is MPGGGPEMDDYMETLKDEEDALWENVECNRHMLSRYINPAKLTPYLRQCKVIDEQDEDEVLNAPMLPSKINRAGRLLDILHTKGQRGYVVFLESLEFYYPELYKLVTGKEPTRRFSTIVVEEGHEGLTHFLMNEVIKLQQQMKAKDLQRCELLARLRQLEDEKKQMTLTRVELLTFQERYYKMKEERDSYNDELVKVKDDNYNLAMRYAQLSEEKNMAVMRSRDLQLEIDQLKHRLNKMEEECKLERNQSLKLKNDIENRPKKEQVLELERENEMLKTKNQELQSIIQAGKRSLPDSDKA.... (5) Result: 1 (interaction). The miRNA is hsa-miR-92a-3p with sequence UAUUGCACUUGUCCCGGCCUGU. The protein sequence of the target gene is MAQDQGEKENPMRELRIRKLCLNICVGESGDRLTRAAKVLEQLTGQTPVFSKARYTVRSFGIRRNEKIAVHCTVRGAKAEEILEKGLKVREYELRKNNFSDTGNFGFGIQEHIDLGIKYDPSIGIYGLDFYVVLGRPGFSIADKKRRTGCIGAKHRISKEEAMRWFQQKYDGIILPGK. (6) The miRNA is hsa-miR-4802-5p with sequence UAUGGAGGUUCUAGACCAUGUU. The protein sequence of the target gene is MLCCMRRTKQVEKNDDDQKIEQDGIKPEDKAHKAATKIQASFRGHITRKKLKGEKKDDVQAAEAEANKKDEAPVADGVEKKGEGTTTAEAAPATGSKPDEPGKAGETPSEEKKGEGDAATEQAAPQAPASSEEKAGSAETESATKASTDNSPSSKAEDAPAKEEPKQADVPAAVTAAAATTPAAEDAAAKATAQPPTETGESSQAEENIEAVDETKPKESARQDEGKEEEPEADQEHA. Result: 0 (no interaction). (7) The miRNA is mmu-miR-3058-5p with sequence UCAGCCACGGCUUACCUGGAAGA. The protein sequence of the target gene is MEGVELKEEWQDEDFPIPLPEDDSIEADTLDGTDPDRQPGSLEVNGNKVRKKLMAPDISLTLDPGEDSLWSDDLDEAGEVDLEGLDTPSENSDEFEWEDDLPKPKTTEVIRKGSITEYTATEEKGDGRRWRMFRIGEQDHRVDMKAIEPYKKVISHGGYYGDGLNAIVVFAVCFMPESGQPNYRYLMDNLFKYVIGTLELLVAENYMIIYLNGATTRRKMPSLGWLRRCYQQIDRRLRKNLKSLIIVHPSWFIRTLLAVTRPFISSKFSQKIRYVFNLAELAELVPMEYVGIPECIKQYE.... Result: 0 (no interaction).